Dataset: Drug half-life prediction data from Obach et al.. Task: Regression/Classification. Given a drug SMILES string, predict its absorption, distribution, metabolism, or excretion properties. Task type varies by dataset: regression for continuous measurements (e.g., permeability, clearance, half-life) or binary classification for categorical outcomes (e.g., BBB penetration, CYP inhibition). For this dataset (half_life_obach), we predict log10(half-life) (log10 of half-life in hours). (1) The log10(half-life) is 0.410. The molecule is Nc1ccn(C[C@@H](CO)OCP(=O)(O)O)c(=O)n1. (2) The drug is CN(C)/N=N/c1[nH]cnc1C(N)=O. The log10(half-life) is 0.790. (3) The compound is Clc1ccc2nsnc2c1NC1=NCCN1. The log10(half-life) is 0.380. (4) The molecule is CCCNC(C)C(=O)Nc1ccccc1C. The log10(half-life) is 0.260. (5) The drug is COc1ccccc1Oc1c(NS(=O)(=O)c2ccc(C(C)(C)C)cc2)nc(-c2ncccn2)nc1OCCO. The log10(half-life) is 0.610. (6) The molecule is O=C1c2cccc3c2[C@H](CCC3)CN1[C@@H]1CN2CCC1CC2. The log10(half-life) is 1.59. (7) The molecule is N=C(N)c1ccc(OCCCCCOc2ccc(C(=N)N)cc2)cc1. The log10(half-life) is 1.40. (8) The molecule is CC(NCCc1ccc(O)cc1)C(O)c1ccc(O)cc1. The log10(half-life) is 0.410. (9) The drug is CCC[C@@H]1C[C@@H](C(=O)N[C@H]([C@@H](C)O)[C@H]2O[C@H](SC)[C@H](O)[C@@H](O)[C@H]2O)N(C)C1. The log10(half-life) is 0.750.